The task is: Predict the product of the given reaction.. This data is from Forward reaction prediction with 1.9M reactions from USPTO patents (1976-2016). (1) Given the reactants [CH2:1]([O:3][C:4](=[O:24])[NH:5][C:6]1[CH:7]=[C:8]2[CH2:16][CH2:15][CH2:14][CH2:13][CH:12]([O:17][CH:18]3[CH2:23][CH2:22][CH2:21][CH2:20][O:19]3)[C:9]2=[N:10][CH:11]=1)[CH3:2].CO.CC(C)([O-])C.[Li+].C(O[C@@H]([CH2:40][NH:41][C:42](=[O:44])[CH3:43])CCl)(=O)C, predict the reaction product. The product is: [O:24]=[C:4]1[N:5]([C:6]2[CH:7]=[C:8]3[CH2:16][CH2:15][CH2:14][CH2:13][CH:12]([O:17][CH:18]4[CH2:23][CH2:22][CH2:21][CH2:20][O:19]4)[C:9]3=[N:10][CH:11]=2)[CH2:2][C@H:1]([CH2:40][NH:41][C:42](=[O:44])[CH3:43])[O:3]1. (2) The product is: [Br-:13].[OH:16][CH2:15][CH2:14][N+:7]1[C:6]2[CH:11]=[CH:12][C:3]([O:2][CH3:1])=[CH:4][C:5]=2[S:9][C:8]=1[CH3:10]. Given the reactants [CH3:1][O:2][C:3]1[CH:12]=[CH:11][C:6]2[N:7]=[C:8]([CH3:10])[S:9][C:5]=2[CH:4]=1.[Br:13][CH2:14][CH2:15][OH:16], predict the reaction product. (3) Given the reactants Br[C:2]1[CH:6]=[CH:5][N:4]([CH3:7])[N:3]=1.[CH2:8]([N:12]1[N:16]=[C:15]2[CH:17]=[CH:18][CH:19]=[C:20]([Cl:21])[C:14]2=[N:13]1)[CH2:9][C:10]#[CH:11], predict the reaction product. The product is: [Cl:21][C:20]1[C:14]2[C:15](=[N:16][N:12]([CH2:8][CH2:9][C:10]#[C:11][C:2]3[CH:6]=[CH:5][N:4]([CH3:7])[N:3]=3)[N:13]=2)[CH:17]=[CH:18][CH:19]=1. (4) Given the reactants [Br:1][C:2]1[CH:3]=[N:4][C:5]2[N:6]([N:8]=[C:9]([C:11]([OH:13])=O)[CH:10]=2)[CH:7]=1.[CH3:14][CH:15]1[C:24]2[CH:23]=[CH:22][CH:21]=[C:20]([C:25]#[N:26])[C:19]=2[CH2:18][CH2:17][NH:16]1, predict the reaction product. The product is: [Br:1][C:2]1[CH:3]=[N:4][C:5]2[N:6]([N:8]=[C:9]([C:11]([N:16]3[CH2:17][CH2:18][C:19]4[C:20]([C:25]#[N:26])=[CH:21][CH:22]=[CH:23][C:24]=4[CH:15]3[CH3:14])=[O:13])[CH:10]=2)[CH:7]=1. (5) Given the reactants [N:1]([CH2:4][C:5]1[C:13]2[N:12]=[CH:11][N:10]([C:14]([O:16][C:17]([CH3:20])([CH3:19])[CH3:18])=[O:15])[C:9]=2[CH:8]=[CH:7][CH:6]=1)=[N+]=[N-].[Cl:21][C:22]1[CH:23]=[C:24]([CH:35]=[CH:36][C:37]=1[C:38]([O:40][CH3:41])=[O:39])[C:25](ON1C(=O)CCC1=O)=[O:26], predict the reaction product. The product is: [Cl:21][C:22]1[CH:23]=[C:24]([C:25]([NH:1][CH2:4][C:5]2[C:13]3[N:12]=[CH:11][N:10]([C:14]([O:16][C:17]([CH3:20])([CH3:19])[CH3:18])=[O:15])[C:9]=3[CH:8]=[CH:7][CH:6]=2)=[O:26])[CH:35]=[CH:36][C:37]=1[C:38]([O:40][CH3:41])=[O:39]. (6) Given the reactants CC(C)([O-])C.[K+].[OH:7][CH:8]1[CH2:13][CH2:12][N:11]([C:14]([O:16][C:17]([CH3:20])([CH3:19])[CH3:18])=[O:15])[CH2:10][CH2:9]1.Cl[C:22]1[N:23]=[N:24][C:25]([C:28]2[CH:33]=[CH:32][C:31]([N:34]3[CH:38]=[CH:37][CH:36]=[N:35]3)=[CH:30][C:29]=2[O:39][CH3:40])=[CH:26][CH:27]=1, predict the reaction product. The product is: [CH3:40][O:39][C:29]1[CH:30]=[C:31]([N:34]2[CH:38]=[CH:37][CH:36]=[N:35]2)[CH:32]=[CH:33][C:28]=1[C:25]1[N:24]=[N:23][C:22]([O:7][CH:8]2[CH2:9][CH2:10][N:11]([C:14]([O:16][C:17]([CH3:20])([CH3:19])[CH3:18])=[O:15])[CH2:12][CH2:13]2)=[CH:27][CH:26]=1. (7) Given the reactants [Br:1][C:2]1[CH:8]=[CH:7][CH:6]=[C:5]([Br:9])[C:3]=1[NH2:4].ClC(Cl)C.CO[CH:16]1[CH2:20][CH2:19][CH:18](OC)O1, predict the reaction product. The product is: [Br:1][C:2]1[CH:8]=[CH:7][CH:6]=[C:5]([Br:9])[C:3]=1[N:4]1[CH:16]=[CH:20][CH:19]=[CH:18]1. (8) The product is: [O:1]1[C:10]2[C:5](=[N:6][CH:7]=[CH:8][CH:9]=2)[O:4][C@@H:3]([C:11]2[CH:18]=[CH:17][C:14]([CH2:15][N:6]3[CH2:7][CH2:8][CH:19]([C:20]([OH:22])=[O:21])[CH2:10][CH2:5]3)=[CH:13][CH:12]=2)[CH2:2]1. Given the reactants [O:1]1[C:10]2[C:5](=[N:6][CH:7]=[CH:8][CH:9]=2)[O:4][C@@H:3]([C:11]2[CH:18]=[CH:17][C:14]([CH:15]=O)=[CH:13][CH:12]=2)[CH2:2]1.[CH3:19][CH2:20][OH:21].[OH2:22], predict the reaction product. (9) Given the reactants [C:1]([O:4][C@@H:5]1[CH2:21][C@H:20]2[C@@:8]([CH3:31])([C@@H:9]3[C@@H:17]([C@@H:18]([OH:23])[C@@H:19]2[OH:22])[C@H:16]2[C@@:12]([CH3:30])([C@:13](O)([C:24]4[S:25][CH:26]=[CH:27][CH:28]=4)[CH2:14][CH2:15]2)[CH2:11][CH2:10]3)[CH2:7][CH2:6]1)(=[O:3])[CH3:2], predict the reaction product. The product is: [C:1]([O:4][C@@H:5]1[CH2:21][C@H:20]2[C@@:8]([CH3:31])([C@@H:9]3[C@@H:17]([C@@H:18]([OH:23])[C@@H:19]2[OH:22])[C@H:16]2[C@@:12]([CH3:30])([C:13]([C:24]4[S:25][CH:26]=[CH:27][CH:28]=4)=[CH:14][CH2:15]2)[CH2:11][CH2:10]3)[CH2:7][CH2:6]1)(=[O:3])[CH3:2]. (10) Given the reactants [Cl:1][C:2]1[C:3]([C:33]2[C:41]3[C:36](=[CH:37][CH:38]=[CH:39][CH:40]=3)[NH:35][CH:34]=2)=[N:4][C:5]([NH:8][CH:9]2[CH2:14][CH2:13][CH2:12][C:11]([NH:16][C:17]([C:19]3[CH:24]=[CH:23][C:22]([NH:25]C(=O)OC(C)(C)C)=[CH:21][CH:20]=3)=[O:18])([CH3:15])[CH2:10]2)=[N:6][CH:7]=1.Cl.O1CCOCC1, predict the reaction product. The product is: [NH2:25][C:22]1[CH:23]=[CH:24][C:19]([C:17]([NH:16][C:11]2([CH3:15])[CH2:12][CH2:13][CH2:14][CH:9]([NH:8][C:5]3[N:4]=[C:3]([C:33]4[C:41]5[C:36](=[CH:37][CH:38]=[CH:39][CH:40]=5)[NH:35][CH:34]=4)[C:2]([Cl:1])=[CH:7][N:6]=3)[CH2:10]2)=[O:18])=[CH:20][CH:21]=1.